The task is: Predict the reactants needed to synthesize the given product.. This data is from Retrosynthesis with 50K atom-mapped reactions and 10 reaction types from USPTO. (1) The reactants are: CC(=N)O.NCCC[C@H](NC(=O)c1ccc(C(c2ccccc2Cl)c2ccccc2Cl)s1)C(=O)O. Given the product CC(=N)NCCC[C@H](NC(=O)c1ccc(C(c2ccccc2Cl)c2ccccc2Cl)s1)C(=O)O, predict the reactants needed to synthesize it. (2) Given the product COc1ccc2ncc(C(=O)O)cc2c1, predict the reactants needed to synthesize it. The reactants are: CCOC(=O)c1cnc2ccc(OC)cc2c1.